Dataset: Catalyst prediction with 721,799 reactions and 888 catalyst types from USPTO. Task: Predict which catalyst facilitates the given reaction. (1) Reactant: [OH-:1].[Li+].OO.[Cl:5][C:6]1[N:11]=[C:10]([C:12]#[N:13])[CH:9]=[CH:8][N:7]=1. Product: [Cl:5][C:6]1[N:11]=[C:10]([C:12]([NH2:13])=[O:1])[CH:9]=[CH:8][N:7]=1. The catalyst class is: 90. (2) Product: [F:1][C:2]1[CH:20]=[CH:19][CH:18]=[CH:17][C:3]=1[CH2:4][O:5][C:6]1[CH:7]=[C:8]([CH:13]=[C:14]([OH:16])[CH:15]=1)[C:9]([OH:11])=[O:10]. Reactant: [F:1][C:2]1[CH:20]=[CH:19][CH:18]=[CH:17][C:3]=1[CH2:4][O:5][C:6]1[CH:7]=[C:8]([CH:13]=[C:14]([OH:16])[CH:15]=1)[C:9]([O:11]C)=[O:10].[OH-].[Na+].Cl. The catalyst class is: 5. (3) Reactant: [CH3:1][O:2][C:3]1[CH:30]=[CH:29][C:6]2[C:7]([C:15]([C:17]3[CH:22]=[C:21]([O:23][CH3:24])[C:20]([O:25][CH3:26])=[C:19]([O:27][CH3:28])[CH:18]=3)=[O:16])=[C:8]([C:10]3[CH:11]=[N:12][NH:13][CH:14]=3)[O:9][C:5]=2[CH:4]=1.C(=O)([O-])[O-].[K+].[K+].Br[CH2:38][C:39]([O:41][CH2:42][CH3:43])=[O:40]. Product: [CH2:42]([O:41][C:39](=[O:40])[CH2:38][N:13]1[CH:14]=[C:10]([C:8]2[O:9][C:5]3[CH:4]=[C:3]([O:2][CH3:1])[CH:30]=[CH:29][C:6]=3[C:7]=2[C:15](=[O:16])[C:17]2[CH:18]=[C:19]([O:27][CH3:28])[C:20]([O:25][CH3:26])=[C:21]([O:23][CH3:24])[CH:22]=2)[CH:11]=[N:12]1)[CH3:43]. The catalyst class is: 3. (4) Reactant: [OH:1][C:2]1[CH:9]=[CH:8][C:5]([CH:6]=[O:7])=[CH:4][CH:3]=1.N1C=CN=C1.[CH3:15][C:16]([Si:19](Cl)([CH3:21])[CH3:20])([CH3:18])[CH3:17].O. Product: [Si:19]([O:1][C:2]1[CH:9]=[CH:8][C:5]([CH:6]=[O:7])=[CH:4][CH:3]=1)([C:16]([CH3:18])([CH3:17])[CH3:15])([CH3:21])[CH3:20]. The catalyst class is: 3.